Dataset: Reaction yield outcomes from USPTO patents with 853,638 reactions. Task: Predict the reaction yield, written as a fraction of the theoretical maximum amount of product (1.0 means a 100% yield; for example, 0.34 means a 34% yield). (1) The reactants are [CH2:1]([C:3]1[C:4](=[O:12])[N:5]=[C:6]2[C:11]=1[CH:10]=[CH:9][CH:8]=[CH:7]2)[CH3:2].[CH2:13]([Li])[CH2:14]CC.CN(C)CCN(C)C.ICC.[NH4+].[Cl-]. The catalyst is C1COCC1. The product is [CH2:1]([C:3]1([CH2:13][CH3:14])[C:11]2[C:6](=[CH:7][CH:8]=[CH:9][CH:10]=2)[NH:5][C:4]1=[O:12])[CH3:2]. The yield is 0.450. (2) The reactants are [Cl:1][C:2]1[CH:3]=[CH:4][C:5]([CH3:11])=[C:6]([N:8]=[C:9]=[S:10])[CH:7]=1.[NH2:12][C:13]1[S:14][CH:15]=[CH:16][N:17]=1. No catalyst specified. The product is [Cl:1][C:2]1[CH:3]=[CH:4][C:5]([CH3:11])=[C:6]([NH:8][C:9]([NH:12][C:13]2[S:14][CH:15]=[CH:16][N:17]=2)=[S:10])[CH:7]=1. The yield is 0.770. (3) The reactants are [Cl:1][C:2]1[CH:7]=[CH:6][C:5]([S:8][C:9]2[CH:16]=[CH:15][C:12]([CH:13]=[O:14])=[CH:11][CH:10]=2)=[CH:4][CH:3]=1.ClC1C=C(C=CC=1)C(OO)=[O:22].[OH-:28].[K+]. The catalyst is C(Cl)Cl. The product is [Cl:1][C:2]1[CH:7]=[CH:6][C:5]([S:8]([C:9]2[CH:16]=[CH:15][C:12]([CH:13]=[O:14])=[CH:11][CH:10]=2)(=[O:22])=[O:28])=[CH:4][CH:3]=1. The yield is 0.689. (4) The reactants are Br[CH2:2][C:3]1[CH:8]=[C:7]([OH:9])[CH:6]=[CH:5][C:4]=1[S:10]([NH:13][C:14]1[CH:15]=[CH:16][C:17]2[CH2:21][O:20][B:19]([OH:22])[C:18]=2[CH:23]=1)(=[O:12])=[O:11].[N-:24]=[N+:25]=[N-:26].[Na+]. The catalyst is CN(C=O)C. The product is [N:24]([CH2:2][C:3]1[CH:8]=[C:7]([OH:9])[CH:6]=[CH:5][C:4]=1[S:10]([NH:13][C:14]1[CH:15]=[CH:16][C:17]2[CH2:21][O:20][B:19]([OH:22])[C:18]=2[CH:23]=1)(=[O:12])=[O:11])=[N+:25]=[N-:26]. The yield is 0.830. (5) The reactants are [NH:1]1[C:5]2[CH:6]=[CH:7][CH:8]=[CH:9][C:4]=2[N:3]=[N:2]1.[Cl:10][CH2:11][CH2:12][CH2:13]Br. The catalyst is [OH-].[Na+].[Br-].C([N+](CCCC)(CCCC)CCCC)CCC. The product is [Cl:10][CH2:11][CH2:12][CH2:13][N:1]1[C:5]2[CH:6]=[CH:7][CH:8]=[CH:9][C:4]=2[N:3]=[N:2]1. The yield is 0.820.